Dataset: Full USPTO retrosynthesis dataset with 1.9M reactions from patents (1976-2016). Task: Predict the reactants needed to synthesize the given product. (1) Given the product [OH:8][C:9]1[C:13]([OH:14])=[C:12]([C:22]2[N:23]=[N:24][NH:25][N:26]=2)[N:11]([C:27]2[CH:28]=[CH:29][C:30]([O:33][CH3:34])=[CH:31][CH:32]=2)[C:10]=1[C:35]([O:37][CH2:38][CH3:39])=[O:36], predict the reactants needed to synthesize it. The reactants are: C([O:8][C:9]1[C:13]([O:14]CC2C=CC=CC=2)=[C:12]([C:22]2[N:23]=[N:24][NH:25][N:26]=2)[N:11]([C:27]2[CH:32]=[CH:31][C:30]([O:33][CH3:34])=[CH:29][CH:28]=2)[C:10]=1[C:35]([O:37][CH2:38][CH3:39])=[O:36])C1C=CC=CC=1. (2) Given the product [NH2:53][C:2]1[CH:3]=[CH:4][C:5]([N:12]2[C:16]([NH:17][S:18]([C:21]3[CH:26]=[CH:25][C:24]([C:27]([CH3:30])([CH3:29])[CH3:28])=[C:23]([F:31])[CH:22]=3)(=[O:20])=[O:19])=[CH:15][C:14]([CH3:32])=[N:13]2)=[C:6]2[C:11]=1[N:10]=[CH:9][CH:8]=[CH:7]2, predict the reactants needed to synthesize it. The reactants are: Br[C:2]1[CH:3]=[CH:4][C:5]([N:12]2[C:16]([NH:17][S:18]([C:21]3[CH:26]=[CH:25][C:24]([C:27]([CH3:30])([CH3:29])[CH3:28])=[C:23]([F:31])[CH:22]=3)(=[O:20])=[O:19])=[CH:15][C:14]([CH3:32])=[N:13]2)=[C:6]2[C:11]=1[N:10]=[CH:9][CH:8]=[CH:7]2.CC(=O)CC(=O)C.C(=O)([O-])[O-].[Cs+].[Cs+].C(OCC)(=O)C.[OH-].[NH4+:53]. (3) Given the product [CH3:7][O:8][C:9]1[C:10]2[C:11]3[N:22]=[C:21]([CH2:23][N:1]4[CH2:6][CH2:5][O:4][CH2:3][CH2:2]4)[S:20][C:12]=3[NH:13][C:14](=[O:19])[C:15]=2[CH:16]=[CH:17][CH:18]=1, predict the reactants needed to synthesize it. The reactants are: [NH:1]1[CH2:6][CH2:5][O:4][CH2:3][CH2:2]1.[CH3:7][O:8][C:9]1[C:10]2[C:11]3[N:22]=[CH:21][S:20][C:12]=3[NH:13][C:14](=[O:19])[C:15]=2[CH:16]=[CH:17][CH:18]=1.[CH2:23]=O. (4) Given the product [F:1][CH:2]1[CH2:3][N:4]([C:9]([O:11][C:12]([CH3:15])([CH3:14])[CH3:13])=[O:10])[CH2:5][CH2:6][CH:22]([C:23]([O:25][CH2:26][CH3:27])=[O:24])[C:7]1=[O:8], predict the reactants needed to synthesize it. The reactants are: [F:1][CH:2]1[C:7](=[O:8])[CH2:6][CH2:5][N:4]([C:9]([O:11][C:12]([CH3:15])([CH3:14])[CH3:13])=[O:10])[CH2:3]1.B(F)(F)F.[N+](=[CH:22][C:23]([O:25][CH2:26][CH3:27])=[O:24])=[N-].O=C1CCCCN1. (5) Given the product [C:1]([O:5][C:6]([N:8]1[CH2:13][CH2:12][N:11]([C:14]([CH3:16])([CH3:17])[CH3:15])[CH2:10][CH:9]1[C:18]([N:31]1[CH2:32][CH2:33][N:28]([CH2:21][C:22]2[CH:23]=[CH:24][CH:25]=[CH:26][CH:27]=2)[CH2:29][CH2:30]1)=[O:19])=[O:7])([CH3:3])([CH3:2])[CH3:4], predict the reactants needed to synthesize it. The reactants are: [C:1]([O:5][C:6]([N:8]1[CH2:13][CH2:12][N:11]([C:14]([CH3:17])([CH3:16])[CH3:15])[CH2:10][CH:9]1[C:18](O)=[O:19])=[O:7])([CH3:4])([CH3:3])[CH3:2].[CH2:21]([N:28]1[CH2:33][CH2:32][NH:31][CH2:30][CH2:29]1)[C:22]1[CH:27]=[CH:26][CH:25]=[CH:24][CH:23]=1.CCN(C(C)C)C(C)C.CN(C(ON1N=NC2C=CC=NC1=2)=[N+](C)C)C.F[P-](F)(F)(F)(F)F.